From a dataset of Full USPTO retrosynthesis dataset with 1.9M reactions from patents (1976-2016). Predict the reactants needed to synthesize the given product. The reactants are: [CH3:1][C:2]1[CH:3]=[CH:4][C:5]([C:8]2[N:12]([C:13]3[CH:14]=[CH:15][C:16]([S:19]([NH2:22])(=[O:21])=[O:20])=[CH:17][CH:18]=3)[N:11]=[C:10]([C:23]([F:26])([F:25])[F:24])[CH:9]=2)=[CH:6][CH:7]=1.[Cl-].[Cl-].[Ca+2:29]. Given the product [CH3:1][C:2]1[CH:3]=[CH:4][C:5]([C:8]2[N:12]([C:13]3[CH:14]=[CH:15][C:16]([S:19]([NH2:22])(=[O:21])=[O:20])=[CH:17][CH:18]=3)[N:11]=[C:10]([C:23]([F:25])([F:24])[F:26])[CH:9]=2)=[CH:6][CH:7]=1.[Ca:29], predict the reactants needed to synthesize it.